This data is from NCI-60 drug combinations with 297,098 pairs across 59 cell lines. The task is: Regression. Given two drug SMILES strings and cell line genomic features, predict the synergy score measuring deviation from expected non-interaction effect. Drug 1: C1CCC(C1)C(CC#N)N2C=C(C=N2)C3=C4C=CNC4=NC=N3. Drug 2: CCC1=CC2CC(C3=C(CN(C2)C1)C4=CC=CC=C4N3)(C5=C(C=C6C(=C5)C78CCN9C7C(C=CC9)(C(C(C8N6C)(C(=O)OC)O)OC(=O)C)CC)OC)C(=O)OC.C(C(C(=O)O)O)(C(=O)O)O. Cell line: MOLT-4. Synergy scores: CSS=77.2, Synergy_ZIP=23.7, Synergy_Bliss=22.8, Synergy_Loewe=3.92, Synergy_HSA=24.1.